From a dataset of Forward reaction prediction with 1.9M reactions from USPTO patents (1976-2016). Predict the product of the given reaction. (1) Given the reactants [Si]([O:8][CH2:9][C:10]1[O:11][C:12]2[C:18]([CH2:19][O:20][C:21]3[CH:26]=[CH:25][C:24]([CH2:27][CH2:28][C:29]([O:31][CH2:32][CH3:33])=[O:30])=[C:23]([CH3:34])[C:22]=3[CH3:35])=[CH:17][C:16]([F:36])=[CH:15][C:13]=2[CH:14]=1)(C(C)(C)C)(C)C.CCCC[N+](CCCC)(CCCC)CCCC.[F-], predict the reaction product. The product is: [F:36][C:16]1[CH:17]=[C:18]([CH2:19][O:20][C:21]2[CH:26]=[CH:25][C:24]([CH2:27][CH2:28][C:29]([O:31][CH2:32][CH3:33])=[O:30])=[C:23]([CH3:34])[C:22]=2[CH3:35])[C:12]2[O:11][C:10]([CH2:9][OH:8])=[CH:14][C:13]=2[CH:15]=1. (2) The product is: [CH3:38][O:37][C:34]1[CH:33]=[CH:32][C:31]([CH2:30][N:8]([CH2:7][C:6]2[CH:5]=[CH:4][C:3]([O:2][CH3:1])=[CH:40][CH:39]=2)[C:9]2[N:10]=[CH:11][C:12]([C:15]3[C:16]4[CH2:29][CH2:28][N:27]([C:42]5[CH:59]=[CH:58][C:45]([C:46]([N:48]([CH3:57])[CH2:49][CH2:50][N:51]6[CH2:56][CH2:55][O:54][CH2:53][CH2:52]6)=[O:47])=[CH:44][C:43]=5[CH3:60])[C:17]=4[N:18]=[C:19]([N:21]4[CH2:26][CH2:25][O:24][CH2:23][CH2:22]4)[N:20]=3)=[CH:13][N:14]=2)=[CH:36][CH:35]=1. Given the reactants [CH3:1][O:2][C:3]1[CH:40]=[CH:39][C:6]([CH2:7][N:8]([CH2:30][C:31]2[CH:36]=[CH:35][C:34]([O:37][CH3:38])=[CH:33][CH:32]=2)[C:9]2[N:14]=[CH:13][C:12]([C:15]3[C:16]4[CH2:29][CH2:28][NH:27][C:17]=4[N:18]=[C:19]([N:21]4[CH2:26][CH2:25][O:24][CH2:23][CH2:22]4)[N:20]=3)=[CH:11][N:10]=2)=[CH:5][CH:4]=1.Br[C:42]1[CH:59]=[CH:58][C:45]([C:46]([N:48]([CH3:57])[CH2:49][CH2:50][N:51]2[CH2:56][CH2:55][O:54][CH2:53][CH2:52]2)=[O:47])=[CH:44][C:43]=1[CH3:60], predict the reaction product. (3) Given the reactants [NH2:1][CH2:2][C@H:3]([OH:18])[CH2:4][N:5]1[CH2:10][CH2:9][N:8]([C:11]([O:13][C:14]([CH3:17])([CH3:16])[CH3:15])=[O:12])[CH2:7][CH2:6]1.C1(N2[C:33]3[N:32]=[C:31]([NH:34][CH:35]4[CH2:39][C:38]5=[C:40]([C:44]([OH:46])=O)[CH:41]=[CH:42][CH:43]=[C:37]5O4)[N:30]=[CH:29][C:28]=3[N:27]([CH3:47])[C:26](=[O:48])[C@H:25]2[CH2:49][CH3:50])CCCC1.F[B-](F)(F)F.N1(OC(N(C)C)=[N+](C)C)C2[CH:61]=[CH:62][CH:63]=[CH:64][C:59]=2N=N1.C(N(C(C)C)CC)(C)C.[NH3:82].[OH2:83], predict the reaction product. The product is: [CH:61]1([N:82]2[C:29]3[N:30]=[C:31]([NH:34][C:35]4[CH:42]=[CH:41][C:40]([C:44]([NH:1][CH2:2][C@H:3]([OH:18])[CH2:4][N:5]5[CH2:10][CH2:9][N:8]([C:11]([O:13][C:14]([CH3:15])([CH3:17])[CH3:16])=[O:12])[CH2:7][CH2:6]5)=[O:46])=[C:38]5[C:39]=4[O:83][CH2:43][CH2:37]5)[N:32]=[CH:33][C:28]=3[N:27]([CH3:47])[C:26](=[O:48])[C@H:25]2[CH2:49][CH3:50])[CH2:62][CH2:63][CH2:64][CH2:59]1. (4) Given the reactants [NH2:1][C:2]1[C:3]([NH:10][C:11]2[CH:12]=[C:13]3[C:18](=[CH:19][CH:20]=2)[CH2:17][CH:16]([N:21]([CH2:29][C:30]2[N:35]=[CH:34][C:33]4[O:36][CH2:37][CH2:38][O:39][C:32]=4[CH:31]=2)[C:22](=[O:28])[O:23][C:24]([CH3:27])([CH3:26])[CH3:25])[CH2:15][CH2:14]3)=[N:4][C:5]([O:8][CH3:9])=[CH:6][CH:7]=1.C(#N)C.C([O-])([O-])=O.[K+].[K+].Br[CH2:50][C:51]([O:53][CH2:54][CH3:55])=[O:52], predict the reaction product. The product is: [O:39]1[C:32]2[CH:31]=[C:30]([CH2:29][N:21]([C:22]([O:23][C:24]([CH3:27])([CH3:25])[CH3:26])=[O:28])[CH:16]3[CH2:15][CH2:14][C:13]4[CH:12]=[C:11]([NH:10][C:3]5[C:2]([NH:1][CH2:50][C:51]([O:53][CH2:54][CH3:55])=[O:52])=[CH:7][CH:6]=[C:5]([O:8][CH3:9])[N:4]=5)[CH:20]=[CH:19][C:18]=4[CH2:17]3)[N:35]=[CH:34][C:33]=2[O:36][CH2:37][CH2:38]1. (5) Given the reactants Br[C:2]1[CH:10]=[C:9]2[C:5]([C:6]([C:19]3[N:20]([CH2:36][O:37][CH2:38][CH2:39][Si:40]([CH3:43])([CH3:42])[CH3:41])[C:21]4[C:22]([N:35]=3)=[CH:23][C:24]3[C:25]([CH3:34])([CH3:33])[C:26](=[O:32])[N:27]([CH2:30][CH3:31])[C:28]=3[CH:29]=4)=[N:7][N:8]2[CH2:11][O:12][CH2:13][CH2:14][Si:15]([CH3:18])([CH3:17])[CH3:16])=[CH:4][CH:3]=1.[C:44]([C:46]1[CH:51]=[CH:50][CH:49]=[CH:48][CH:47]=1)#[CH:45].C(NCC)C, predict the reaction product. The product is: [CH2:30]([N:27]1[C:28]2[CH:29]=[C:21]3[N:20]([CH2:36][O:37][CH2:38][CH2:39][Si:40]([CH3:41])([CH3:42])[CH3:43])[C:19]([C:6]4[C:5]5[C:9](=[CH:10][C:2]([C:45]#[C:44][C:46]6[CH:51]=[CH:50][CH:49]=[CH:48][CH:47]=6)=[CH:3][CH:4]=5)[N:8]([CH2:11][O:12][CH2:13][CH2:14][Si:15]([CH3:17])([CH3:16])[CH3:18])[N:7]=4)=[N:35][C:22]3=[CH:23][C:24]=2[C:25]([CH3:34])([CH3:33])[C:26]1=[O:32])[CH3:31]. (6) Given the reactants [C:1]([O:5][C:6](=[O:15])[CH2:7]/[N:8]=[CH:9]/[CH2:10][C:11]([CH3:14])([CH3:13])[CH3:12])([CH3:4])([CH3:3])[CH3:2].[Cl:16][C:17]1[CH:22]=[CH:21][C:20](/[C:23](=[CH:26]/[C:27]2[CH:32]=[CH:31][CH:30]=[C:29]([F:33])[CH:28]=2)/[C:24]#[N:25])=[C:19]([F:34])[CH:18]=1.C(N(CC)CC)C, predict the reaction product. The product is: [C:1]([O:5][C:6]([CH:7]1[CH:26]([C:27]2[CH:32]=[CH:31][CH:30]=[C:29]([F:33])[CH:28]=2)[C:23]([C:20]2[CH:21]=[CH:22][C:17]([Cl:16])=[CH:18][C:19]=2[F:34])([C:24]#[N:25])[CH:9]([CH2:10][C:11]([CH3:14])([CH3:13])[CH3:12])[NH:8]1)=[O:15])([CH3:4])([CH3:3])[CH3:2]. (7) Given the reactants [F:1][C:2]1[CH:7]=[CH:6][CH:5]=[C:4](F)[C:3]=1[N+:9]([O-:11])=[O:10].[N-:12]=[N+:13]=[N-:14].[Na+], predict the reaction product. The product is: [N:12]([C:4]1[CH:5]=[CH:6][CH:7]=[C:2]([F:1])[C:3]=1[N+:9]([O-:11])=[O:10])=[N+:13]=[N-:14].